From a dataset of Reaction yield outcomes from USPTO patents with 853,638 reactions. Predict the reaction yield, written as a fraction of the theoretical maximum amount of product (1.0 means a 100% yield; for example, 0.34 means a 34% yield). (1) The reactants are [Br:1][C:2]1[N:3]=[C:4]([CH:7]=[O:8])[S:5][CH:6]=1.[CH2:9](O)[CH2:10][OH:11]. The catalyst is C1C=CC=CC=1.CC1C=CC(S(O)(=O)=O)=CC=1. The product is [Br:1][C:2]1[N:3]=[C:4]([CH:7]2[O:11][CH2:10][CH2:9][O:8]2)[S:5][CH:6]=1. The yield is 0.940. (2) The reactants are [Br:1][C:2]1[CH:3]=[CH:4][C:5]2[O:9][C:8]([CH2:10]O)=[C:7]([CH3:12])[C:6]=2[C:13]=1[O:14][CH3:15].S(Cl)([Cl:18])=O. The catalyst is ClCCl. The product is [Br:1][C:2]1[CH:3]=[CH:4][C:5]2[O:9][C:8]([CH2:10][Cl:18])=[C:7]([CH3:12])[C:6]=2[C:13]=1[O:14][CH3:15]. The yield is 0.920. (3) The reactants are [CH2:1]([N:5]1[C:9]2=[N:10][CH:11]=[CH:12][CH:13]=[C:8]2[C:7](N2CCCCC2)=[CH:6]1)[CH2:2][CH2:3][CH3:4].C[O:21][C:22](=[O:35])[C:23]1[CH:28]=[CH:27][C:26]([O:29][CH3:30])=[CH:25][C:24]=1[O:31][CH2:32][CH2:33]Cl. No catalyst specified. The product is [CH2:1]([N:5]1[C:9]2=[N:10][CH:11]=[CH:12][CH:13]=[C:8]2[C:7]([CH:13]2[CH2:12][CH2:11][N:10]([CH2:33][CH2:32][O:31][C:24]3[CH:25]=[C:26]([O:29][CH3:30])[CH:27]=[CH:28][C:23]=3[C:22]([OH:21])=[O:35])[CH2:9][CH2:8]2)=[CH:6]1)[CH2:2][CH2:3][CH3:4]. The yield is 0.350. (4) The reactants are [Br:1][C:2]1[C:3]([F:12])=[CH:4][C:5]([F:11])=[C:6]([C:8](=O)[CH3:9])[CH:7]=1.[CH3:13][C:14]([S@:17]([NH2:19])=[O:18])([CH3:16])[CH3:15].O. The catalyst is C1COCC1. The product is [Br:1][C:2]1[C:3]([F:12])=[CH:4][C:5]([F:11])=[C:6]([C:8](=[N:19][S@@:17]([C:14]([CH3:16])([CH3:15])[CH3:13])=[O:18])[CH3:9])[CH:7]=1. The yield is 0.810. (5) The reactants are C([O:8][CH2:9][C:10]1[N:15]=[C:14]([C:16]2[CH:24]=[CH:23][CH:22]=[C:21]3[C:17]=2[CH:18]=[N:19][N:20]3[CH:25]2[CH2:30][CH2:29][CH2:28][CH2:27][O:26]2)[N:13]=[C:12]([N:31]2[CH2:36][CH2:35][O:34][CH2:33][CH2:32]2)[N:11]=1)C1C=CC=CC=1. The catalyst is C(O)C. The product is [O:34]1[CH2:33][CH2:32][N:31]([C:12]2[N:13]=[C:14]([C:16]3[CH:24]=[CH:23][CH:22]=[C:21]4[C:17]=3[CH:18]=[N:19][N:20]4[CH:25]3[CH2:30][CH2:29][CH2:28][CH2:27][O:26]3)[N:15]=[C:10]([CH2:9][OH:8])[N:11]=2)[CH2:36][CH2:35]1. The yield is 0.400. (6) The reactants are [I:1][C:2]1[NH:6][N:5]=[CH:4][C:3]=1[C:7]#[N:8].C(N(C(C)C)CC)(C)C.Cl[C:19]([O:21][CH2:22][CH3:23])=[O:20]. The catalyst is C1COCC1. The product is [C:7]([C:3]1[C:2]([I:1])=[N:6][N:5]([C:19]([O:21][CH2:22][CH3:23])=[O:20])[CH:4]=1)#[N:8]. The yield is 0.860. (7) The reactants are Cl[C:2]1[C:3]2[N:4]([C:8]([CH:17]3[CH2:20][CH2:19][CH2:18]3)=[N:9][C:10]=2[C:11]2[CH:16]=[CH:15][CH:14]=[CH:13][CH:12]=2)[CH:5]=[CH:6][N:7]=1.ClC1C(C(NC(C2CCC2)=O)C2C=CC=CC=2)=[N:24]C=CN=1.O=P(Cl)(Cl)Cl. No catalyst specified. The product is [CH:17]1([C:8]2[N:4]3[CH:5]=[CH:6][N:7]=[C:2]([NH2:24])[C:3]3=[C:10]([C:11]3[CH:16]=[CH:15][CH:14]=[CH:13][CH:12]=3)[N:9]=2)[CH2:20][CH2:19][CH2:18]1. The yield is 0.900.